From a dataset of Experimentally validated miRNA-target interactions with 360,000+ pairs, plus equal number of negative samples. Binary Classification. Given a miRNA mature sequence and a target amino acid sequence, predict their likelihood of interaction. (1) The miRNA is hsa-miR-6810-3p with sequence UCCCCUGCUCCCUUGUUCCCCAG. The protein sequence of the target gene is MGKTNSKLAPEVLEDLVQNTEFSEQELKQWYKGFLKDCPSGILNLEEFQQLYIKFFPYGDASKFAQHAFRTFDKNGDGTIDFREFICALSVTSRGSFEQKLNWAFEMYDLDGDGRITRLEMLEIIEAIYKMVGTVIMMRMNQDGLTPQQRVDKIFKKMDQDKDDQITLEEFKEAAKSDPSIVLLLQCDMQK. Result: 0 (no interaction). (2) The miRNA is hsa-miR-6873-5p with sequence CAGAGGGAAUACAGAGGGCAAU. The protein sequence of the target gene is MLAVPEMGLQGLYIGSSPERSPVPSPPGSPRTQESCGIAPLTPSQSPKPEVRAPQQASFSVVVAIDFGTTSSGYAFSFASDPEAIHMMRKWEGGDPGVAHQKTPTCLLLTPEGAFHSFGYTARDYYHDLDPEEARDWLYFEKFKMKIHSATDLTLKTQLEAVNGKTMPALEVFAHALRFFREHALQELREQSPSLPEKDTVRWVLTVPAIWKQPAKQFMREAAYLAGLVSRENAEQLLIALEPEAASVYCRKLRLHQLLDLSGRAPGGGRLGERRSIDSSFRQAREQLRRSRHSRTFLVE.... Result: 1 (interaction). (3) The miRNA is hsa-miR-4640-3p with sequence CACCCCCUGUUUCCUGGCCCAC. The protein sequence of the target gene is MRGTPKTHLLAFSLLCLLSKVRTQLCPTPCTCPWPPPRCPLGVPLVLDGCGCCRVCARRLGEPCDQLHVCDASQGLVCQPGAGPGGRGALCLLAEDDSSCEVNGRLYREGETFQPHCSIRCRCEDGGFTCVPLCSEDVRLPSWDCPHPRRVEVLGKCCPEWVCGQGGGLGTQPLPAQGPQFSGLVSSLPPGVPCPEWSTAWGPCSTTCGLGMATRVSNQNRFCRLETQRRLCLSRPCPPSRGRSPQNSAF. Result: 0 (no interaction). (4) The miRNA is hsa-miR-4793-3p with sequence UCUGCACUGUGAGUUGGCUGGCU. The protein sequence of the target gene is MSSSLGKEKDSKEKDPKVPSAKEREKEAKASGGFGKESKEKEPKTKGKDAKDGKKDSSAAQPGVAFSVDNTIKRPNPAPGTRKKSSNAEVIKELNKCREENSMRLDLSKRSIHILPSSIKELTQLTELYLYSNKLQSLPAEVGCLVNLMTLALSENSLTSLPDSLDNLKKLRMLDLRHNKLREIPSVVYRLDSLTTLYLRFNRITTVEKDIKNLSKLSMLSIRENKIKQLPAEIGELCNLITLDVAHNQLEHLPKEIGNCTQITNLDLQHNELLDLPDTIGNLSSLSRLGLRYNRLSAIP.... Result: 1 (interaction). (5) The miRNA is hsa-miR-6768-5p with sequence CACACAGGAAAAGCGGGGCCCUG. The protein sequence of the target gene is MAWPCISRLCCLARRWNQLDRSDVAVPLTLHGYSDLDSEEPGTGGAASRRGQPPAGARDSGRDVPLTQYQRDFGLWTTPAGPKDPPPGRGPGAGGRRGKSSAQSSAPPAPGARGVYVLPIGDADAAAAVTTSYRQEFQAWTGVKPSRSTKTKPARVITTHTSGWDSSPGAGFQVPEVRKKFTPNPSAIFQASAPRILNV. Result: 0 (no interaction). (6) The miRNA is hsa-miR-197-3p with sequence UUCACCACCUUCUCCACCCAGC. The protein sequence of the target gene is MDLRRVKEYFSWLYYQYQIISCCAVLEPWERSMFNTILLTIIAMVVYTAYVFIPIHIRLAWEFFSKICGYHSTISN. Result: 0 (no interaction). (7) The miRNA is mmu-miR-382-3p with sequence UCAUUCACGGACAACACUUUUU. The protein sequence of the target gene is MASDGARKQFWKRSNSKLPGSIQHVYGAQHPPFDPLLHGTLLRSTAKMPTTPVKAKRVSTFQEFESNTSDAWDAGEDDDELLAMAAESLNSEVVMETANRVLRNHSQRQGRPTLQEGPGLQQKPRPEAEPPSPPSGDLRLVKSVSESHTSCPAESASDAAPLQRSQSLPHSATVTLGGTSDPSTLSSSALSEREASRLDKFKQLLAGPNTDLEELRRLSWSGIPKPVRPMTWKLLSGYLPANVDRRPATLQRKQKEYFAFIEHYYDSRNDEVHQDTYRQIHIDIPRMSPEALILQPKVTE.... Result: 0 (no interaction). (8) The miRNA is hsa-miR-4645-5p with sequence ACCAGGCAAGAAAUAUUGU. The protein sequence of the target gene is MEGSEPVAAHQGEEASCSSWGTGSTNKNLPIMSTASVEIDDALYSRQRYVLGDTAMQKMAKSHVFLSGMGGLGLEIAKNLVLAGIKAVTIHDTEKCQAWDLGTNFFLSEDDVVNKRNRAEAVLKHIAELNPYVHVTSSSVPFNETTDLSFLDKYQCVVLTEMKLPLQKKINDFCRSQCPPIKFISADVHGIWSRLFCDFGDEFEVLDTTGEEPKEIFISNITQANPGIVTCLENHPHKLETGQFLTFREINGMTGLNGSIQQITVISPFSFSIGDTTELEPYLHGGIAVQVKTPKTVFFE.... Result: 1 (interaction).